The task is: Predict the reaction yield, written as a fraction of the theoretical maximum amount of product (1.0 means a 100% yield; for example, 0.34 means a 34% yield).. This data is from Reaction yield outcomes from USPTO patents with 853,638 reactions. (1) The reactants are Cl[C:2]1[N:7]=[C:6]([NH:8][C@H:9]([CH:11]2[CH2:13][CH2:12]2)[CH3:10])[CH:5]=[N:4][CH:3]=1.C([O-])([O-])=O.[Cs+].[Cs+].[CH:20]([C:22]1[S:26][CH:25]=[C:24](B(O)O)[CH:23]=1)=[O:21]. The catalyst is O1CCOCC1.O.O.C(Cl)Cl. The product is [CH:11]1([C@@H:9]([NH:8][C:6]2[N:7]=[C:2]([C:24]3[CH:23]=[C:22]([CH:20]=[O:21])[S:26][CH:25]=3)[CH:3]=[N:4][CH:5]=2)[CH3:10])[CH2:13][CH2:12]1. The yield is 0.480. (2) The reactants are O=[C:2]1[CH2:7][CH2:6][CH:5]([N:8]2[C:13](=[O:14])[C:12]([CH2:15][C:16]3[CH:21]=[CH:20][C:19]([C:22]4[CH:27]=[CH:26][CH:25]=[CH:24][C:23]=4[C:28]4[NH:32][C:31](=[O:33])[O:30][N:29]=4)=[CH:18][CH:17]=3)=[C:11]([CH2:34][CH2:35][CH3:36])[N:10]3[N:37]=[CH:38][N:39]=[C:9]23)[CH2:4][CH2:3]1.Cl.[NH2:41][O:42][CH:43]([CH3:45])[CH3:44].N1C=CC=CC=1.Cl. The yield is 0.790. The product is [CH3:44][CH:43]([O:42][N:41]=[C:2]1[CH2:3][CH2:4][CH:5]([N:8]2[C:13](=[O:14])[C:12]([CH2:15][C:16]3[CH:21]=[CH:20][C:19]([C:22]4[CH:27]=[CH:26][CH:25]=[CH:24][C:23]=4[C:28]4[NH:32][C:31](=[O:33])[O:30][N:29]=4)=[CH:18][CH:17]=3)=[C:11]([CH2:34][CH2:35][CH3:36])[N:10]3[N:37]=[CH:38][N:39]=[C:9]23)[CH2:6][CH2:7]1)[CH3:45]. The catalyst is O.C(OCC)(=O)C. (3) The reactants are [CH3:1][N:2]([CH2:4][C:5]1[CH:22]=[CH:21][C:8](/[CH:9]=[N:10]/[C:11]2[CH:19]=[CH:18][CH:17]=[C:16]3[C:12]=2[CH2:13][O:14][C:15]3=[O:20])=[CH:7][CH:6]=1)[CH3:3].[F:23][C:24]([F:34])([F:33])[C:25]1[CH:32]=[CH:31][C:28]([CH:29]=O)=[CH:27][CH:26]=1.[O-:35][CH2:36][CH3:37].[Na+].CO. The catalyst is C(OCC)(=O)CC. The product is [CH3:3][N:2]([CH2:4][C:5]1[CH:6]=[CH:7][C:8]([CH:9]2[CH:29]([C:28]3[CH:31]=[CH:32][C:25]([C:24]([F:34])([F:33])[F:23])=[CH:26][CH:27]=3)[C:13](=[O:14])[C:12]3[C:16]([C:15]([O:35][CH2:36][CH3:37])=[O:20])=[CH:17][CH:18]=[CH:19][C:11]=3[NH:10]2)=[CH:21][CH:22]=1)[CH3:1]. The yield is 0.160. (4) The reactants are C([NH:8][C@H:9]1[C@@H:14]([CH2:15][OH:16])[CH2:13][CH2:12][N:11]([C:17]([O:19][C:20]([CH3:23])([CH3:22])[CH3:21])=[O:18])[CH2:10]1)C1C=CC=CC=1. The catalyst is C(O)C.[Pd]. The product is [NH2:8][C@H:9]1[C@@H:14]([CH2:15][OH:16])[CH2:13][CH2:12][N:11]([C:17]([O:19][C:20]([CH3:23])([CH3:22])[CH3:21])=[O:18])[CH2:10]1. The yield is 0.890. (5) The reactants are [NH2:1][CH2:2][C:3]1[CH:4]=[C:5]([C:9]2[N:17]3[C:12]([C:13]([NH2:18])=[N:14][CH:15]=[N:16]3)=[C:11]([C:19]3[CH:20]=[CH:21][C:22]4[C:26]([CH:27]=3)=[N:25][N:24]([CH2:28][C:29]3[CH:34]=[CH:33][CH:32]=[CH:31][CH:30]=3)[CH:23]=4)[CH:10]=2)[CH:6]=[CH:7][CH:8]=1.[C:35](Cl)(=[O:37])[CH3:36]. No catalyst specified. The product is [NH2:18][C:13]1[C:12]2=[C:11]([C:19]3[CH:20]=[CH:21][C:22]4[C:26]([CH:27]=3)=[N:25][N:24]([CH2:28][C:29]3[CH:34]=[CH:33][CH:32]=[CH:31][CH:30]=3)[CH:23]=4)[CH:10]=[C:9]([C:5]3[CH:4]=[C:3]([CH:8]=[CH:7][CH:6]=3)[CH2:2][NH:1][C:35](=[O:37])[CH3:36])[N:17]2[N:16]=[CH:15][N:14]=1. The yield is 0.0600. (6) The reactants are [Cl:1][C:2]1[CH:3]=[C:4]([CH:7]=[C:8]([Cl:21])[C:9]=1[N:10]1[CH:20]=[C:13]2[C:14](Cl)=[N:15][CH:16]=[C:17]([Cl:18])[C:12]2=[N:11]1)[C:5]#[N:6].[CH3:22][C:23]1[N:28]=[CH:27][N:26]=[C:25]([NH2:29])[CH:24]=1.CC1(C)C2C(=C(P(C3C=CC=CC=3)C3C=CC=CC=3)C=CC=2)OC2C(P(C3C=CC=CC=3)C3C=CC=CC=3)=CC=CC1=2.C(=O)([O-])[O-].[Cs+].[Cs+]. The catalyst is O1CCOCC1.C1C=CC(/C=C/C(/C=C/C2C=CC=CC=2)=O)=CC=1.C1C=CC(/C=C/C(/C=C/C2C=CC=CC=2)=O)=CC=1.C1C=CC(/C=C/C(/C=C/C2C=CC=CC=2)=O)=CC=1.[Pd].[Pd]. The product is [Cl:1][C:2]1[CH:3]=[C:4]([CH:7]=[C:8]([Cl:21])[C:9]=1[N:10]1[CH:20]=[C:13]2[C:14]([NH:29][C:25]3[CH:24]=[C:23]([CH3:22])[N:28]=[CH:27][N:26]=3)=[N:15][CH:16]=[C:17]([Cl:18])[C:12]2=[N:11]1)[C:5]#[N:6]. The yield is 0.430.